Dataset: TCR-epitope binding with 47,182 pairs between 192 epitopes and 23,139 TCRs. Task: Binary Classification. Given a T-cell receptor sequence (or CDR3 region) and an epitope sequence, predict whether binding occurs between them. (1) The epitope is TTLPVNVAF. The TCR CDR3 sequence is CASSFVGGLTEFF. Result: 1 (the TCR binds to the epitope). (2) The epitope is TPINLVRDL. The TCR CDR3 sequence is CASSITGLGYEQYF. Result: 0 (the TCR does not bind to the epitope). (3) The epitope is KLVALGINAV. The TCR CDR3 sequence is CASSLVSGSYEQFF. Result: 0 (the TCR does not bind to the epitope). (4) The epitope is LPPIVAKEI. The TCR CDR3 sequence is CASSTTGQGVKETQYF. Result: 0 (the TCR does not bind to the epitope). (5) Result: 1 (the TCR binds to the epitope). The epitope is RQLLFVVEV. The TCR CDR3 sequence is CASSSRDRLTYEQYF. (6) The epitope is SSNVANYQK. The TCR CDR3 sequence is CASRGQVSSQETQYF. Result: 0 (the TCR does not bind to the epitope). (7) The epitope is FSKQLQQSM. The TCR CDR3 sequence is CASSSGLAGVNEQFF. Result: 0 (the TCR does not bind to the epitope). (8) The epitope is GLCTLVAML. The TCR CDR3 sequence is CASSPRGDTQYF. Result: 1 (the TCR binds to the epitope). (9) The epitope is TLVPQEHYV. The TCR CDR3 sequence is CASSVGAANYGYTF. Result: 1 (the TCR binds to the epitope). (10) Result: 0 (the TCR does not bind to the epitope). The epitope is FPRPWLHGL. The TCR CDR3 sequence is CASSPGDAPYEQYF.